Dataset: Full USPTO retrosynthesis dataset with 1.9M reactions from patents (1976-2016). Task: Predict the reactants needed to synthesize the given product. Given the product [CH3:23][C:16]1([CH3:22])[C:15]2[C:19](=[CH:20][CH:21]=[C:13]([O:12][C:9]3[N:8]=[CH:7][C:6]([N:5]4[C:3](=[O:4])[C@@H:2]([CH2:24][CH3:25])[NH:1][C:26]4=[O:27])=[CH:11][CH:10]=3)[CH:14]=2)[CH2:18][O:17]1, predict the reactants needed to synthesize it. The reactants are: [NH2:1][C@H:2]([CH2:24][CH3:25])[C:3]([NH:5][C:6]1[CH:7]=[N:8][C:9]([O:12][C:13]2[CH:14]=[C:15]3[C:19](=[CH:20][CH:21]=2)[CH2:18][O:17][C:16]3([CH3:23])[CH3:22])=[CH:10][CH:11]=1)=[O:4].[C:26](=O)(OC(Cl)(Cl)Cl)[O:27]C(Cl)(Cl)Cl.